Dataset: Reaction yield outcomes from USPTO patents with 853,638 reactions. Task: Predict the reaction yield, written as a fraction of the theoretical maximum amount of product (1.0 means a 100% yield; for example, 0.34 means a 34% yield). (1) The reactants are [CH3:1][C:2]1[S:3][CH:4]=[CH:5][C:6]=1[CH:7]=[CH:8][N+:9]([O-])=O.[H-].[H-].[H-].[H-].[Li+].[Al+3].C(Cl)Cl.CO.CCN(CC)CC. The catalyst is CCOCC. The product is [CH3:1][C:2]1[S:3][CH:4]=[CH:5][C:6]=1[CH2:7][CH2:8][NH2:9]. The yield is 0.550. (2) The reactants are [ClH:1].[N:2]1([CH2:8][CH2:9][N:10]2[CH2:15][C:14]3[CH:16]=[C:17](/[CH:20]=[CH:21]/[C:22]([OH:24])=O)[CH:18]=[N:19][C:13]=3[NH:12][C:11]2=[O:25])[CH2:7][CH2:6][O:5][CH2:4][CH2:3]1.Cl.[CH3:27][N:28]1[CH2:34][C:33]2[CH:35]=[C:36](/[CH:39]=[CH:40]/[C:41](O)=O)C=N[C:32]=2[NH:31][C:30](=O)[CH2:29]1.CNCC1N(C)C2C(C=1)=CC=CC=2.CNCC1C=CC2C(=CC=CC=2)C=1CCC. No catalyst specified. The product is [ClH:1].[CH3:32][N:31]([CH2:30][C:29]1[N:28]([CH3:27])[C:34]2[C:40]([CH:41]=1)=[CH:39][CH:36]=[CH:35][CH:33]=2)[C:22](=[O:24])/[CH:21]=[CH:20]/[C:17]1[CH:18]=[N:19][C:13]2[NH:12][C:11](=[O:25])[N:10]([CH2:9][CH2:8][N:2]3[CH2:7][CH2:6][O:5][CH2:4][CH2:3]3)[CH2:15][C:14]=2[CH:16]=1. The yield is 0.610. (3) The reactants are C(Cl)CCl.[CH2:5]([C:7]1[C:15]2[C:10](=[CH:11][CH:12]=[CH:13][CH:14]=2)[NH:9][C:8]=1[CH2:16][NH:17][CH3:18])[CH3:6].Cl.[O:20]=[C:21]1[CH2:26][O:25][C:24]2[CH:27]=[C:28](/[CH:31]=[CH:32]/[C:33]([OH:35])=O)[CH:29]=[N:30][C:23]=2[NH:22]1.C1C=CC2N(O)N=NC=2C=1.CCN(C(C)C)C(C)C. The catalyst is CN(C=O)C.O. The product is [CH2:5]([C:7]1[C:15]2[C:10](=[CH:11][CH:12]=[CH:13][CH:14]=2)[NH:9][C:8]=1[CH2:16][N:17]([CH3:18])[C:33](=[O:35])/[CH:32]=[CH:31]/[C:28]1[CH:29]=[N:30][C:23]2[NH:22][C:21](=[O:20])[CH2:26][O:25][C:24]=2[CH:27]=1)[CH3:6]. The yield is 0.420. (4) The reactants are Br[C:2]1[CH:8]=[C:7]([N+:9]([O-:11])=[O:10])[CH:6]=[CH:5][C:3]=1[NH2:4].[C:12]([C:14]1[CH:19]=[CH:18][CH:17]=[CH:16][CH:15]=1)#[CH:13]. The catalyst is C(N(CC)CC)C.[Cu]I.Cl[Pd](Cl)([P](C1C=CC=CC=1)(C1C=CC=CC=1)C1C=CC=CC=1)[P](C1C=CC=CC=1)(C1C=CC=CC=1)C1C=CC=CC=1. The product is [N+:9]([C:7]1[CH:6]=[CH:5][C:3]([NH2:4])=[C:2]([C:13]#[C:12][C:14]2[CH:19]=[CH:18][CH:17]=[CH:16][CH:15]=2)[CH:8]=1)([O-:11])=[O:10]. The yield is 0.140. (5) The reactants are Cl[CH2:2][C:3]1[N:4]=[C:5]2[CH:10]=[CH:9][CH:8]=[CH:7][N:6]2[CH:11]=1.[OH:12][C:13]1[CH:34]=[CH:33][C:16]([CH2:17][O:18]/[N:19]=[C:20](/[C:27]2[CH:32]=[CH:31][CH:30]=[CH:29][CH:28]=2)\[CH2:21][CH2:22][C:23]([O:25][CH3:26])=[O:24])=[CH:15][CH:14]=1.C(=O)([O-])[O-].[K+].[K+].CN(C)C=O. The catalyst is C(OCC)(=O)C.CCCCCC.O. The product is [N:4]1[C:3]([CH2:2][O:12][C:13]2[CH:14]=[CH:15][C:16]([CH2:17][O:18]/[N:19]=[C:20](/[C:27]3[CH:28]=[CH:29][CH:30]=[CH:31][CH:32]=3)\[CH2:21][CH2:22][C:23]([O:25][CH3:26])=[O:24])=[CH:33][CH:34]=2)=[CH:11][N:6]2[CH:7]=[CH:8][CH:9]=[CH:10][C:5]=12. The yield is 0.450. (6) The reactants are Cl.[NH2:2][OH:3].[Cl:4][C:5]1[CH:6]=[C:7]([C@@H:15]([CH2:26][CH:27]2[CH2:32][CH2:31][C:30](=O)[CH2:29][CH2:28]2)[C:16]([NH:18][C:19]2[CH:24]=[CH:23][C:22]([CH3:25])=[CH:21][N:20]=2)=[O:17])[CH:8]=[CH:9][C:10]=1[S:11]([CH3:14])(=[O:13])=[O:12]. The catalyst is CO.N1C(C)=CC=CC=1C. The product is [Cl:4][C:5]1[CH:6]=[C:7]([C@@H:15]([CH2:26][CH:27]2[CH2:32][CH2:31][C:30](=[N:2][OH:3])[CH2:29][CH2:28]2)[C:16]([NH:18][C:19]2[CH:24]=[CH:23][C:22]([CH3:25])=[CH:21][N:20]=2)=[O:17])[CH:8]=[CH:9][C:10]=1[S:11]([CH3:14])(=[O:13])=[O:12]. The yield is 0.630.